This data is from Catalyst prediction with 721,799 reactions and 888 catalyst types from USPTO. The task is: Predict which catalyst facilitates the given reaction. (1) The catalyst class is: 2. Reactant: Cl.[Cl:2][C:3]1[CH:8]=[CH:7][C:6]([C@H:9]([NH:13][C:14]([C:16]2([NH:31]C(=O)OC(C)(C)C)[CH2:21][CH2:20][N:19]([C:22]3[C:23]4[CH:30]=[CH:29][NH:28][C:24]=4[N:25]=[CH:26][N:27]=3)[CH2:18][CH2:17]2)=[O:15])[CH2:10][CH2:11][OH:12])=[CH:5][CH:4]=1. Product: [NH2:31][C:16]1([C:14]([NH:13][C@@H:9]([C:6]2[CH:5]=[CH:4][C:3]([Cl:2])=[CH:8][CH:7]=2)[CH2:10][CH2:11][OH:12])=[O:15])[CH2:17][CH2:18][N:19]([C:22]2[C:23]3[CH:30]=[CH:29][NH:28][C:24]=3[N:25]=[CH:26][N:27]=2)[CH2:20][CH2:21]1. (2) Reactant: C(OC([N:8]1[CH2:13][CH2:12][CH:11]([O:14][C:15]2[CH:20]=[CH:19][C:18]([O:21][CH2:22][CH2:23][CH2:24][N:25]3[CH2:29][CH2:28][CH2:27][C@H:26]3[CH3:30])=[CH:17][CH:16]=2)[CH2:10][CH2:9]1)=O)(C)(C)C.[ClH:31]. Product: [ClH:31].[ClH:31].[CH3:30][C@@H:26]1[CH2:27][CH2:28][CH2:29][N:25]1[CH2:24][CH2:23][CH2:22][O:21][C:18]1[CH:19]=[CH:20][C:15]([O:14][CH:11]2[CH2:10][CH2:9][NH:8][CH2:13][CH2:12]2)=[CH:16][CH:17]=1. The catalyst class is: 13. (3) Reactant: [C:1]([C:3]1[CH:4]=[C:5]([CH:20]=[CH:21][CH:22]=1)[O:6][C:7]1[CH:19]=[CH:18][C:10]([C:11]([O:13]C(C)(C)C)=[O:12])=[CH:9][CH:8]=1)#[N:2].FC(F)(F)C(O)=O.O. Product: [C:1]([C:3]1[CH:4]=[C:5]([CH:20]=[CH:21][CH:22]=1)[O:6][C:7]1[CH:19]=[CH:18][C:10]([C:11]([OH:13])=[O:12])=[CH:9][CH:8]=1)#[N:2]. The catalyst class is: 4. (4) Reactant: Cl.[CH2:2]([O:9][CH:10]1[CH2:14][CH2:13][N:12](C(OC(C)(C)C)=O)[CH2:11]1)[C:3]1[CH:8]=[CH:7][CH:6]=[CH:5][CH:4]=1. Product: [CH2:2]([O:9][CH:10]1[CH2:14][CH2:13][NH:12][CH2:11]1)[C:3]1[CH:4]=[CH:5][CH:6]=[CH:7][CH:8]=1. The catalyst class is: 698. (5) Reactant: [NH2:1][C:2]1[C:7]([F:8])=[C:6](Cl)[N:5]=[C:4]([C:10]#[N:11])[C:3]=1[Cl:12].[Cl:13][C:14]1[CH:19]=[CH:18][C:17](B2OCCCO2)=[C:16]([F:26])[C:15]=1[O:27][CH3:28].[F-].[K+].C(#N)C. Product: [NH2:1][C:2]1[C:7]([F:8])=[C:6]([C:17]2[CH:18]=[CH:19][C:14]([Cl:13])=[C:15]([O:27][CH3:28])[C:16]=2[F:26])[N:5]=[C:4]([C:10]#[N:11])[C:3]=1[Cl:12]. The catalyst class is: 189.